Dataset: Catalyst prediction with 721,799 reactions and 888 catalyst types from USPTO. Task: Predict which catalyst facilitates the given reaction. Reactant: C[O:2][C:3](=[O:28])[C:4]1[CH:9]=[CH:8][C:7]([O:10][CH2:11][CH2:12][O:13][N:14]=[C:15]([C:17]2[CH:22]=[CH:21][C:20]([C:23]([CH3:26])([CH3:25])[CH3:24])=[CH:19][CH:18]=2)[CH3:16])=[CH:6][C:5]=1[OH:27].[OH-].[Na+]. Product: [C:23]([C:20]1[CH:21]=[CH:22][C:17](/[C:15](=[N:14]/[O:13][CH2:12][CH2:11][O:10][C:7]2[CH:8]=[CH:9][C:4]([C:3]([OH:28])=[O:2])=[C:5]([OH:27])[CH:6]=2)/[CH3:16])=[CH:18][CH:19]=1)([CH3:24])([CH3:25])[CH3:26]. The catalyst class is: 8.